This data is from Forward reaction prediction with 1.9M reactions from USPTO patents (1976-2016). The task is: Predict the product of the given reaction. (1) Given the reactants CS(Cl)(=O)=O.[CH2:6]([O:8][P:9]([CH2:14][S:15][CH2:16][CH:17]([NH:20][C:21]([O:23][C:24]([CH3:27])([CH3:26])[CH3:25])=[O:22])[CH2:18]O)(=[O:13])[O:10][CH2:11][CH3:12])[CH3:7].CCN(CC)CC.C(OC(NC(CSCP(OCC)(OCC)=O)COS(C)(=O)=O)=O)(C)(C)C.[Na+].[I-:62], predict the reaction product. The product is: [CH2:6]([O:8][P:9]([CH2:14][S:15][CH2:16][CH:17]([NH:20][C:21]([O:23][C:24]([CH3:27])([CH3:26])[CH3:25])=[O:22])[CH2:18][I:62])(=[O:13])[O:10][CH2:11][CH3:12])[CH3:7]. (2) Given the reactants [CH3:1][S:2][C:3]1[N:4]=[CH:5][C:6]2[C:12](=[O:13])[CH2:11][CH:10]([C:14](O)=[O:15])[N:9]([C:17]3([CH2:22][O:23][Si:24]([CH:31]([CH3:33])[CH3:32])([CH:28]([CH3:30])[CH3:29])[CH:25]([CH3:27])[CH3:26])[CH2:21][CH2:20][CH2:19][CH2:18]3)[C:7]=2[N:8]=1.[CH3:34][O:35][C:36]1[CH:41]=[C:40]([O:42][CH3:43])[CH:39]=[CH:38][C:37]=1[CH2:44][NH2:45].F[P-](F)(F)(F)(F)F.C[N+](C)=C(N(C)C)ON1C2N=CC=CC=2N=N1.C(N(CC)C(C)C)(C)C, predict the reaction product. The product is: [CH3:34][O:35][C:36]1[CH:41]=[C:40]([O:42][CH3:43])[CH:39]=[CH:38][C:37]=1[CH2:44][NH:45][C:14]([CH:10]1[N:9]([C:17]2([CH2:22][O:23][Si:24]([CH:25]([CH3:27])[CH3:26])([CH:28]([CH3:30])[CH3:29])[CH:31]([CH3:32])[CH3:33])[CH2:21][CH2:20][CH2:19][CH2:18]2)[C:7]2[N:8]=[C:3]([S:2][CH3:1])[N:4]=[CH:5][C:6]=2[C:12](=[O:13])[CH2:11]1)=[O:15]. (3) Given the reactants [CH3:1][C:2]1[N:3]=[C:4]([N:12]2[C:16](=[O:17])[N:15]([CH2:18][C:19]3[CH:24]=[CH:23][C:22]([C:25]([F:28])([F:27])[F:26])=[CH:21][CH:20]=3)[N:14]=[CH:13]2)[S:5][C:6]=1[C:7]([O:9]CC)=[O:8].O.O.[OH-].[Li+], predict the reaction product. The product is: [CH3:1][C:2]1[N:3]=[C:4]([N:12]2[C:16](=[O:17])[N:15]([CH2:18][C:19]3[CH:24]=[CH:23][C:22]([C:25]([F:28])([F:26])[F:27])=[CH:21][CH:20]=3)[N:14]=[CH:13]2)[S:5][C:6]=1[C:7]([OH:9])=[O:8]. (4) Given the reactants [F:1][C:2]1[CH:7]=[CH:6][CH:5]=[CH:4][C:3]=1B(O)O.[Na].C(=O)([O-])O.[C:16]([NH:24][C:25]1[CH:37]=[C:36](Br)[CH:35]=[CH:34][C:26]=1[C:27]([O:29][C:30]([CH3:33])([CH3:32])[CH3:31])=[O:28])(=[O:23])[C:17]1[CH:22]=[CH:21][CH:20]=[CH:19][CH:18]=1.C(=O)([O-])O.[Na+], predict the reaction product. The product is: [C:16]([NH:24][C:25]1[CH:37]=[C:36]([C:3]2[CH:4]=[CH:5][CH:6]=[CH:7][C:2]=2[F:1])[CH:35]=[CH:34][C:26]=1[C:27]([O:29][C:30]([CH3:32])([CH3:33])[CH3:31])=[O:28])(=[O:23])[C:17]1[CH:18]=[CH:19][CH:20]=[CH:21][CH:22]=1. (5) The product is: [CH3:33][O:34][C:35]1[N:36]=[CH:37][C:38]([C:2]2[CH:3]=[C:4]3[C:9](=[CH:10][CH:11]=2)[N:8]=[CH:7][N:6]=[C:5]3[C:12]2[CH:13]=[C:14]([CH:26]=[C:27]([C:29]([F:32])([F:31])[F:30])[CH:28]=2)[C:15]([N:17]2[CH2:22][CH2:21][N:20]([C:23](=[O:25])[CH3:24])[CH2:19][CH2:18]2)=[O:16])=[CH:39][CH:40]=1. Given the reactants Br[C:2]1[CH:3]=[C:4]2[C:9](=[CH:10][CH:11]=1)[N:8]=[CH:7][N:6]=[C:5]2[C:12]1[CH:13]=[C:14]([CH:26]=[C:27]([C:29]([F:32])([F:31])[F:30])[CH:28]=1)[C:15]([N:17]1[CH2:22][CH2:21][N:20]([C:23](=[O:25])[CH3:24])[CH2:19][CH2:18]1)=[O:16].[CH3:33][O:34][C:35]1[CH:40]=[CH:39][C:38](B(O)O)=[CH:37][N:36]=1.C(#N)C.C([O-])([O-])=O.[Na+].[Na+], predict the reaction product. (6) Given the reactants [F:1][C:2]1[CH:7]=[CH:6][C:5]([C:8]2[N:17]=[C:16]([C:18](O)=[O:19])[C:15]3[C:10](=[CH:11][CH:12]=[CH:13][CH:14]=3)[N:9]=2)=[CH:4][CH:3]=1.Cl.[CH3:22][O:23][C:24]1[C:33]([O:34][CH3:35])=[CH:32][CH:31]=[C:30]2[C:25]=1[CH2:26][CH2:27][NH:28][CH2:29]2, predict the reaction product. The product is: [F:1][C:2]1[CH:3]=[CH:4][C:5]([C:8]2[N:17]=[C:16]([C:18]([N:28]3[CH2:27][CH2:26][C:25]4[C:30](=[CH:31][CH:32]=[C:33]([O:34][CH3:35])[C:24]=4[O:23][CH3:22])[CH2:29]3)=[O:19])[C:15]3[C:10](=[CH:11][CH:12]=[CH:13][CH:14]=3)[N:9]=2)=[CH:6][CH:7]=1. (7) Given the reactants [Br:1][C:2]1[CH:3]=[C:4]([C:8]2[N:12]([CH3:13])[N:11]=[C:10]([C:14]([OH:16])=O)[C:9]=2[CH3:17])[CH:5]=[CH:6][CH:7]=1.[CH2:18]([N:20]([CH2:26][CH3:27])[CH:21]1[CH2:25][CH2:24][NH:23][CH2:22]1)[CH3:19], predict the reaction product. The product is: [Br:1][C:2]1[CH:3]=[C:4]([C:8]2[N:12]([CH3:13])[N:11]=[C:10]([C:14]([N:23]3[CH2:24][CH2:25][CH:21]([N:20]([CH2:26][CH3:27])[CH2:18][CH3:19])[CH2:22]3)=[O:16])[C:9]=2[CH3:17])[CH:5]=[CH:6][CH:7]=1.